Dataset: Reaction yield outcomes from USPTO patents with 853,638 reactions. Task: Predict the reaction yield, written as a fraction of the theoretical maximum amount of product (1.0 means a 100% yield; for example, 0.34 means a 34% yield). (1) The reactants are Cl[CH2:2][C:3]([N:5]([CH:14]1[CH2:17][CH2:16][CH2:15]1)[C:6]1[CH:11]=[CH:10][CH:9]=[C:8]([O:12][CH3:13])[N:7]=1)=[O:4].C1(C2C=CC=CC=2)C=CC=CC=1P(C(C)(C)C)C(C)(C)C.CCN(CC)CC. The catalyst is C([O-])(=O)C.[Pd+2].C([O-])(=O)C.C1(C)C=CC=CC=1. The product is [CH:14]1([N:5]2[C:6]3=[N:7][C:8]([O:12][CH3:13])=[CH:9][CH:10]=[C:11]3[CH2:2][C:3]2=[O:4])[CH2:17][CH2:16][CH2:15]1. The yield is 0.640. (2) The reactants are [Cl:1][C:2]1[CH:3]=[CH:4][C:5]([S:9][CH3:10])=[C:6]([NH2:8])[CH:7]=1.[O:11]1[CH:15]=[CH:14][CH:13]=[C:12]1[S:16](Cl)(=[O:18])=[O:17]. No catalyst specified. The product is [Cl:1][C:2]1[CH:3]=[CH:4][C:5]([S:9][CH3:10])=[C:6]([NH:8][S:16]([C:12]2[O:11][CH:15]=[CH:14][CH:13]=2)(=[O:18])=[O:17])[CH:7]=1. The yield is 0.470. (3) The reactants are [CH:1]1([C:4]([N:6]2[CH2:11][CH2:10][C:9]3[N:12]([C:20]4[CH:25]=[CH:24][CH:23]=[C:22]([C:26]#[C:27][C@:28]5([OH:35])[CH2:32][CH2:31][N:30]([CH3:33])[C:29]5=[O:34])[CH:21]=4)[N:13]=[C:14]([C:15]([O:17]CC)=O)[C:8]=3[CH2:7]2)=[O:5])[CH2:3][CH2:2]1.[NH3:36]. The catalyst is CO. The product is [CH:1]1([C:4]([N:6]2[CH2:11][CH2:10][C:9]3[N:12]([C:20]4[CH:25]=[CH:24][CH:23]=[C:22]([C:26]#[C:27][C@:28]5([OH:35])[CH2:32][CH2:31][N:30]([CH3:33])[C:29]5=[O:34])[CH:21]=4)[N:13]=[C:14]([C:15]([NH2:36])=[O:17])[C:8]=3[CH2:7]2)=[O:5])[CH2:2][CH2:3]1. The yield is 0.190. (4) The reactants are [CH3:1][CH:2]([C:9]1[CH:14]=[CH:13][CH:12]=[CH:11][C:10]=1B(O)O)[C:3]#[C:4][Si:5]([CH3:8])([CH3:7])[CH3:6].[CH3:18][C:19]1[N:20]=[CH:21][O:22][C:23]=1[C:24](Cl)=[O:25].[O-]P([O-])([O-])=O.[K+].[K+].[K+].O.CCCCCC. The catalyst is C1(C)C=CC=CC=1.Cl[Pd](Cl)([P](C1C=CC=CC=1)(C1C=CC=CC=1)C1C=CC=CC=1)[P](C1C=CC=CC=1)(C1C=CC=CC=1)C1C=CC=CC=1.CCOC(C)=O. The product is [CH3:18][C:19]1[N:20]=[CH:21][O:22][C:23]=1[C:24]([C:10]1[CH:11]=[CH:12][CH:13]=[CH:14][C:9]=1[CH:2]([CH3:1])[C:3]#[C:4][Si:5]([CH3:8])([CH3:7])[CH3:6])=[O:25]. The yield is 0.780. (5) The reactants are [Cr](O[Cr]([O-])(=O)=O)([O-])(=O)=O.[NH+]1C=CC=CC=1.[NH+]1C=CC=CC=1.[Br:22][C:23]1[CH:24]=[C:25]([CH:30]([OH:32])[CH3:31])[C:26]([F:29])=[N:27][CH:28]=1. The catalyst is C(Cl)Cl. The product is [Br:22][C:23]1[CH:24]=[C:25]([C:30](=[O:32])[CH3:31])[C:26]([F:29])=[N:27][CH:28]=1. The yield is 1.00. (6) The reactants are C1C(=O)N([I:8])C(=O)C1.[NH2:9][C:10]1[C:15]2[C:16]([C:19]3[CH:20]=[C:21]4[C:25](=[CH:26][CH:27]=3)[N:24]([C:28]([O:30][C:31]([CH3:34])([CH3:33])[CH3:32])=[O:29])[CH2:23][CH2:22]4)=[CH:17][O:18][C:14]=2[CH:13]=[CH:12][N:11]=1.O. The catalyst is CN(C=O)C. The product is [NH2:9][C:10]1[C:15]2[C:16]([C:19]3[CH:20]=[C:21]4[C:25](=[CH:26][CH:27]=3)[N:24]([C:28]([O:30][C:31]([CH3:34])([CH3:33])[CH3:32])=[O:29])[CH2:23][CH2:22]4)=[CH:17][O:18][C:14]=2[C:13]([I:8])=[CH:12][N:11]=1. The yield is 0.930. (7) The reactants are [F:1][C:2]1[CH:37]=[CH:36][C:5]([CH2:6][NH:7][C:8]([C:10]2[N:11]=[C:12]3[C:18]4([NH:21][C:22](=[O:31])[C:23](=[O:30])[N:24]5[CH2:29][CH2:28][NH:27][CH2:26][CH2:25]5)[CH2:19][CH2:20][CH:15]([CH2:16][CH2:17]4)[CH2:14][N:13]3[C:32](=[O:35])[C:33]=2[OH:34])=[O:9])=[CH:4][CH:3]=1.C(N(C(C)C)CC)(C)C.[O:47]1[CH2:52][CH2:51][N:50]([S:53]([C:56]2[CH:61]=[CH:60][C:59]([S:62](Cl)(=[O:64])=[O:63])=[CH:58][CH:57]=2)(=[O:55])=[O:54])[CH2:49][CH2:48]1.[O-]CC.[Na+].Cl. The catalyst is ClCCl.O. The product is [F:1][C:2]1[CH:3]=[CH:4][C:5]([CH2:6][NH:7][C:8]([C:10]2[N:11]=[C:12]3[C:18]4([NH:21][C:22](=[O:31])[C:23]([N:24]5[CH2:25][CH2:26][N:27]([S:62]([C:59]6[CH:60]=[CH:61][C:56]([S:53]([N:50]7[CH2:51][CH2:52][O:47][CH2:48][CH2:49]7)(=[O:55])=[O:54])=[CH:57][CH:58]=6)(=[O:63])=[O:64])[CH2:28][CH2:29]5)=[O:30])[CH2:19][CH2:20][CH:15]([CH2:16][CH2:17]4)[CH2:14][N:13]3[C:32](=[O:35])[C:33]=2[OH:34])=[O:9])=[CH:36][CH:37]=1. The yield is 0.0700. (8) The reactants are [Cl:1][CH2:2][CH2:3][CH2:4][O:5][C:6]1[CH:18]=[CH:17][C:9]([C:10]([O:12]CCCCl)=[O:11])=[C:8]([F:19])[CH:7]=1.[OH-].[Na+]. The catalyst is CO. The product is [Cl:1][CH2:2][CH2:3][CH2:4][O:5][C:6]1[CH:18]=[CH:17][C:9]([C:10]([OH:12])=[O:11])=[C:8]([F:19])[CH:7]=1. The yield is 0.450.